The task is: Regression. Given two drug SMILES strings and cell line genomic features, predict the synergy score measuring deviation from expected non-interaction effect.. This data is from NCI-60 drug combinations with 297,098 pairs across 59 cell lines. (1) Drug 1: CN1C(=O)N2C=NC(=C2N=N1)C(=O)N. Drug 2: C1=NC2=C(N=C(N=C2N1C3C(C(C(O3)CO)O)F)Cl)N. Cell line: NCI-H322M. Synergy scores: CSS=-6.81, Synergy_ZIP=4.38, Synergy_Bliss=-2.38, Synergy_Loewe=-7.70, Synergy_HSA=-10.9. (2) Drug 1: C1CCC(C1)C(CC#N)N2C=C(C=N2)C3=C4C=CNC4=NC=N3. Drug 2: C1CCC(C(C1)N)N.C(=O)(C(=O)[O-])[O-].[Pt+4]. Cell line: DU-145. Synergy scores: CSS=12.0, Synergy_ZIP=-1.78, Synergy_Bliss=3.09, Synergy_Loewe=4.87, Synergy_HSA=4.87. (3) Drug 1: C1=NC2=C(N1)C(=S)N=C(N2)N. Drug 2: CC12CCC3C(C1CCC2O)C(CC4=C3C=CC(=C4)O)CCCCCCCCCS(=O)CCCC(C(F)(F)F)(F)F. Cell line: SN12C. Synergy scores: CSS=17.3, Synergy_ZIP=-7.77, Synergy_Bliss=-6.03, Synergy_Loewe=-5.12, Synergy_HSA=-4.63. (4) Drug 1: C1CC(=O)NC(=O)C1N2CC3=C(C2=O)C=CC=C3N. Drug 2: COC1=C2C(=CC3=C1OC=C3)C=CC(=O)O2. Cell line: HT29. Synergy scores: CSS=0.211, Synergy_ZIP=3.21, Synergy_Bliss=-4.43, Synergy_Loewe=-1.94, Synergy_HSA=-2.62. (5) Drug 1: CC12CCC3C(C1CCC2O)C(CC4=C3C=CC(=C4)O)CCCCCCCCCS(=O)CCCC(C(F)(F)F)(F)F. Drug 2: CCC1=C2CN3C(=CC4=C(C3=O)COC(=O)C4(CC)O)C2=NC5=C1C=C(C=C5)O. Cell line: NCI-H522. Synergy scores: CSS=20.0, Synergy_ZIP=8.24, Synergy_Bliss=6.30, Synergy_Loewe=-25.1, Synergy_HSA=-2.81.